This data is from Peptide-MHC class II binding affinity with 134,281 pairs from IEDB. The task is: Regression. Given a peptide amino acid sequence and an MHC pseudo amino acid sequence, predict their binding affinity value. This is MHC class II binding data. (1) The peptide sequence is LQGPFNFRFLTEKGMKNVFDDVVPEKYTIG. The MHC is DRB1_0405 with pseudo-sequence DRB1_0405. The binding affinity (normalized) is 0.511. (2) The peptide sequence is EGTVDFIFGEARSLY. The MHC is HLA-DPA10201-DPB10101 with pseudo-sequence HLA-DPA10201-DPB10101. The binding affinity (normalized) is 0.369. (3) The peptide sequence is DSNIMNSINNVMDEIDFFEK. The MHC is HLA-DPA10201-DPB11401 with pseudo-sequence HLA-DPA10201-DPB11401. The binding affinity (normalized) is 0.156. (4) The peptide sequence is GTWTYDGSVVA. The MHC is DRB1_0405 with pseudo-sequence DRB1_0405. The binding affinity (normalized) is 0.303. (5) The peptide sequence is ETALKKAITAMSEAQKAAKP. The MHC is HLA-DPA10103-DPB10301 with pseudo-sequence HLA-DPA10103-DPB10301. The binding affinity (normalized) is 0.593. (6) The peptide sequence is AAATAGTTVYGAFVA. The MHC is HLA-DPA10103-DPB10401 with pseudo-sequence HLA-DPA10103-DPB10401. The binding affinity (normalized) is 0.107. (7) The peptide sequence is GELGIVDKIDAAFKI. The MHC is DRB5_0101 with pseudo-sequence DRB5_0101. The binding affinity (normalized) is 0.763. (8) The peptide sequence is KPTAAGPKDNGGACG. The MHC is DRB3_0101 with pseudo-sequence DRB3_0101. The binding affinity (normalized) is 0. (9) The peptide sequence is AFDLDGDNLFPKV. The MHC is DRB1_0401 with pseudo-sequence DRB1_0401. The binding affinity (normalized) is 0.362.